This data is from Full USPTO retrosynthesis dataset with 1.9M reactions from patents (1976-2016). The task is: Predict the reactants needed to synthesize the given product. (1) Given the product [CH:76]1([NH:79][C:37](=[O:45])[NH:36][C:33]2[CH:32]=[CH:31][C:30]([C:10]3[N:9]=[C:8]([N:3]4[CH2:4][CH2:5][O:6][CH2:7][C@@H:2]4[CH3:1])[CH:13]=[C:12]([C:14]([S:17]([C:20]4[CH:25]=[CH:24][CH:23]=[CH:22][C:21]=4[C:26]([F:28])([F:29])[F:27])(=[O:18])=[O:19])([CH3:16])[CH3:15])[N:11]=3)=[CH:35][CH:34]=2)[CH2:78][CH2:77]1, predict the reactants needed to synthesize it. The reactants are: [CH3:1][C@H:2]1[CH2:7][O:6][CH2:5][CH2:4][N:3]1[C:8]1[CH:13]=[C:12]([C:14]([S:17]([C:20]2[CH:25]=[CH:24][CH:23]=[CH:22][C:21]=2[C:26]([F:29])([F:28])[F:27])(=[O:19])=[O:18])([CH3:16])[CH3:15])[N:11]=[C:10]([C:30]2[CH:35]=[CH:34][C:33]([NH:36][C:37](=[O:45])OC3C=CC=CC=3)=[CH:32][CH:31]=2)[N:9]=1.C[C@H]1COCC[N:79]1[C:76]1[CH:77]=[C:78](CS(C2C=CC=CC=2C(F)(F)F)(=O)=O)N=C(C2[CH:78]=[CH:77][C:76]([NH:79]C(=O)OC3C=CC=CC=3)=CC=2)N=1. (2) The reactants are: [C:1]([C:5]1[O:9][N:8]=[C:7]([NH:10][C:11]([NH:13][C:14]2[CH:19]=[CH:18][CH:17]=[C:16]([S:20][C:21]3[C:30]4[C:25](=[CH:26][C:27]([O:41][CH3:42])=[C:28]([O:31][CH2:32][CH2:33][CH2:34][N:35]5[CH2:40][CH2:39]C[CH2:37][CH2:36]5)[CH:29]=4)[N:24]=[CH:23][N:22]=3)[CH:15]=2)=[O:12])[CH:6]=1)([CH3:4])([CH3:3])[CH3:2].N1CC[S:46](=[O:50])(=[O:49])CC1. Given the product [C:1]([C:5]1[O:9][N:8]=[C:7]([NH:10][C:11]([NH:13][C:14]2[CH:19]=[CH:18][CH:17]=[C:16]([S:20][C:21]3[C:30]4[C:25](=[CH:26][C:27]([O:41][CH3:42])=[C:28]([O:31][CH2:32][CH2:33][CH2:34][N:35]5[CH2:40][CH2:39][S:46](=[O:50])(=[O:49])[CH2:37][CH2:36]5)[CH:29]=4)[N:24]=[CH:23][N:22]=3)[CH:15]=2)=[O:12])[CH:6]=1)([CH3:4])([CH3:3])[CH3:2], predict the reactants needed to synthesize it. (3) Given the product [Cl:1][C:2]1[CH:7]=[C:6]([NH:8][C:9]2[N:17]=[CH:16][N:15]=[C:14]3[C:10]=2[NH:11][CH:12]=[N:13]3)[C:5](=[O:26])[N:4]2[C:27]3([NH:28][C:29](=[O:30])[C:3]=12)[CH2:35][CH2:34][CH2:33][CH2:32][CH2:31]3, predict the reactants needed to synthesize it. The reactants are: [Cl:1][C:2]1[CH:7]=[C:6]([NH:8][C:9]2[N:17]=[CH:16][N:15]=[C:14]3[C:10]=2[N:11](COCC[Si](C)(C)C)[CH:12]=[N:13]3)[C:5](=[O:26])[N:4]2[C:27]3([CH2:35][CH2:34][CH2:33][CH2:32][CH2:31]3)[NH:28][C:29](=[O:30])[C:3]=12.FC(F)(F)C(O)=O. (4) Given the product [CH3:18][O:19][C:20](=[O:33])[CH2:21][N:22]1[C:30]2[C:25](=[CH:26][C:27]([F:31])=[CH:28][CH:29]=2)[C:24]([CH2:16][C:15]2[C:10]([S:7]([C:1]3[CH:2]=[CH:3][CH:4]=[CH:5][CH:6]=3)(=[O:8])=[O:9])=[N:11][CH:12]=[CH:13][CH:14]=2)=[C:23]1[CH3:32], predict the reactants needed to synthesize it. The reactants are: [C:1]1([S:7]([C:10]2[C:15]([CH:16]=O)=[CH:14][CH:13]=[CH:12][N:11]=2)(=[O:9])=[O:8])[CH:6]=[CH:5][CH:4]=[CH:3][CH:2]=1.[CH3:18][O:19][C:20](=[O:33])[CH2:21][N:22]1[C:30]2[C:25](=[CH:26][C:27]([F:31])=[CH:28][CH:29]=2)[CH:24]=[C:23]1[CH3:32]. (5) Given the product [CH3:36][O:35][C:33](=[O:34])[CH2:32][NH:30][C:31]1[N:6]2[CH:7]=[C:2]([F:1])[CH:3]=[CH:4][C:5]2=[N:8][C:13]=1[C:12]1[CH:15]=[CH:16][CH:17]=[C:10]([F:9])[CH:11]=1, predict the reactants needed to synthesize it. The reactants are: [F:1][C:2]1[CH:3]=[CH:4][C:5]([NH2:8])=[N:6][CH:7]=1.[F:9][C:10]1[CH:11]=[C:12]([CH:15]=[CH:16][CH:17]=1)[CH:13]=O.O.C1(C)C=CC(S(O)(=O)=O)=CC=1.[N+:30]([CH2:32][C:33]([O:35][CH3:36])=[O:34])#[C-:31]. (6) Given the product [C:10]([O:9][C:7]([N:1]1[CH2:6][CH2:5][N:4]([C:15]2[CH:25]=[CH:24][C:18]([C:19]([O:21][CH2:22][CH3:23])=[O:20])=[CH:17][CH:16]=2)[CH2:3][CH2:2]1)=[O:8])([CH3:13])([CH3:12])[CH3:11], predict the reactants needed to synthesize it. The reactants are: [N:1]1([C:7]([O:9][C:10]([CH3:13])([CH3:12])[CH3:11])=[O:8])[CH2:6][CH2:5][NH:4][CH2:3][CH2:2]1.F[C:15]1[CH:25]=[CH:24][C:18]([C:19]([O:21][CH2:22][CH3:23])=[O:20])=[CH:17][CH:16]=1.C([O-])([O-])=O.[K+].[K+].